Task: Predict which catalyst facilitates the given reaction.. Dataset: Catalyst prediction with 721,799 reactions and 888 catalyst types from USPTO Reactant: [C:1]([N:8]1[CH2:13][CH2:12][CH:11]([NH2:14])[CH2:10][CH2:9]1)([O:3][C:4]([CH3:7])([CH3:6])[CH3:5])=[O:2].C(=O)([O-])[O-].[Na+].[Na+].Cl[C:22]1[CH:27]=[CH:26][C:25]([N+:28]([O-:30])=[O:29])=[CH:24][N:23]=1. Product: [C:4]([O:3][C:1]([N:8]1[CH2:13][CH2:12][CH:11]([NH:14][C:22]2[CH:27]=[CH:26][C:25]([N+:28]([O-:30])=[O:29])=[CH:24][N:23]=2)[CH2:10][CH2:9]1)=[O:2])([CH3:7])([CH3:6])[CH3:5]. The catalyst class is: 8.